Dataset: Forward reaction prediction with 1.9M reactions from USPTO patents (1976-2016). Task: Predict the product of the given reaction. Given the reactants C([O:3][C:4](=[O:16])[C:5]([O:8][C:9]1[CH:14]=[CH:13][C:12]([Cl:15])=[CH:11][CH:10]=1)([CH3:7])[CH3:6])C.[Li+].[OH-].Cl, predict the reaction product. The product is: [Cl:15][C:12]1[CH:11]=[CH:10][C:9]([O:8][C:5]([CH3:7])([CH3:6])[C:4]([OH:16])=[O:3])=[CH:14][CH:13]=1.